From a dataset of Full USPTO retrosynthesis dataset with 1.9M reactions from patents (1976-2016). Predict the reactants needed to synthesize the given product. (1) Given the product [C:11]([C:10]1[CH:13]=[CH:14][C:7]([N:6]2[C@H:5]3[CH2:19][CH2:20][CH2:21][CH2:22][C@@H:4]3[N:3]([C:24]3[CH:29]=[CH:28][N:27]=[C:26]([C:30]([NH:32][CH3:33])=[O:31])[CH:25]=3)[C:2]2=[O:1])=[CH:8][C:9]=1[C:15]([F:18])([F:16])[F:17])#[N:12], predict the reactants needed to synthesize it. The reactants are: [O:1]=[C:2]1[N:6]([C:7]2[CH:14]=[CH:13][C:10]([C:11]#[N:12])=[C:9]([C:15]([F:18])([F:17])[F:16])[CH:8]=2)[C@H:5]2[CH2:19][CH2:20][CH2:21][CH2:22][C@@H:4]2[NH:3]1.Br[C:24]1[CH:29]=[CH:28][N:27]=[C:26]([C:30]([NH:32][CH3:33])=[O:31])[CH:25]=1. (2) Given the product [CH3:1][C:2]1[CH:3]=[C:4]([CH:5]([OH:6])[CH3:14])[CH:7]=[C:8]([C:10]([F:11])([F:12])[F:13])[CH:9]=1, predict the reactants needed to synthesize it. The reactants are: [CH3:1][C:2]1[CH:3]=[C:4]([CH:7]=[C:8]([C:10]([F:13])([F:12])[F:11])[CH:9]=1)[CH:5]=[O:6].[CH3:14][Mg]Br.CCOCC.[Cl-].[NH4+].